This data is from Reaction yield outcomes from USPTO patents with 853,638 reactions. The task is: Predict the reaction yield, written as a fraction of the theoretical maximum amount of product (1.0 means a 100% yield; for example, 0.34 means a 34% yield). (1) The reactants are [Cl:1][C:2]1[CH:7]=[CH:6][CH:5]=[C:4]([CH3:8])[C:3]=1[CH2:9]O.C1C=CC(P(C2C=CC=CC=2)C2C=CC=CC=2)=CC=1.C1C(=O)N([Br:37])C(=O)C1. The catalyst is C(Cl)Cl.O. The product is [Br:37][CH2:9][C:3]1[C:4]([CH3:8])=[CH:5][CH:6]=[CH:7][C:2]=1[Cl:1]. The yield is 0.800. (2) The reactants are [O:1]1[CH:5]=[CH:4][CH:3]=[C:2]1[CH:6]=[C:7]([C:10]#[N:11])[C:8]#[N:9].[C:12]([O:18][CH2:19][CH3:20])(=[O:17])[CH2:13][C:14]([CH3:16])=[O:15]. The catalyst is C(O)C.N1CCCC1. The product is [NH2:9][C:8]1[O:15][C:14]([CH3:16])=[C:13]([C:12]([O:18][CH2:19][CH3:20])=[O:17])[CH:6]([C:2]2[O:1][CH:5]=[CH:4][CH:3]=2)[C:7]=1[C:10]#[N:11]. The yield is 0.550. (3) The reactants are C1(P(C2C=CC=CC=2)C2C=CC=CC=2)C=CC=CC=1.CC(OC(/N=N/C(OC(C)C)=O)=O)C.[Cl:34][C:35]1[CH:36]=[C:37]([OH:46])[C:38]([CH3:45])=[C:39]([CH:44]=1)[C:40]([O:42][CH3:43])=[O:41].[CH2:47]([NH:54][C:55]([C@H:57]1[CH2:62][CH2:61][C@@H:60](O)[CH2:59][CH2:58]1)=[O:56])[C:48]1[CH:53]=[CH:52][CH:51]=[CH:50][CH:49]=1. The catalyst is C1COCC1. The product is [CH2:47]([NH:54][C:55]([C@H:57]1[CH2:62][CH2:61][C@H:60]([O:46][C:37]2[C:38]([CH3:45])=[C:39]([CH:44]=[C:35]([Cl:34])[CH:36]=2)[C:40]([O:42][CH3:43])=[O:41])[CH2:59][CH2:58]1)=[O:56])[C:48]1[CH:53]=[CH:52][CH:51]=[CH:50][CH:49]=1. The yield is 0.347. (4) The reactants are [H-].[Na+].N[C:4]1C=CC=CC=1.[CH3:10][C:11]1[CH2:15][C:14]([CH3:16])=[C:13]([CH3:17])[C:12]=1[CH3:18].ClC[SiH:21]([C:30]1[CH:35]=[C:34]([CH3:36])[CH:33]=[C:32]([CH3:37])[CH:31]=1)[C:22]1[CH:27]=[C:26]([CH3:28])[CH:25]=[C:24]([CH3:29])[CH:23]=1.C(=O)([O-])[O-].[Na+].[Na+]. The catalyst is O1CCCC1.C1(C)C=CC=CC=1. The product is [CH3:18][C:12]1[C:11]([SiH:21]([C:30]2[CH:31]=[C:32]([CH3:37])[CH:33]=[C:34]([CH3:36])[CH:35]=2)[C:22]2[CH:23]=[C:24]([CH3:29])[CH:25]=[C:26]([CH3:28])[CH:27]=2)([CH3:10])[C:15]([CH3:4])=[C:14]([CH3:16])[C:13]=1[CH3:17]. The yield is 0.746. (5) The reactants are [CH3:1][C:2]1[CH:3]=[CH:4][N:5]2[C:10]=1[C:9](=[O:11])[N:8]([C:12]1[CH:17]=[CH:16][CH:15]=[CH:14][CH:13]=1)[C:7]([C@@H:18]([NH:20][C:21]1[C:22]3[C:29]([C:30](O)=O)=[CH:28][NH:27][C:23]=3[N:24]=[CH:25][N:26]=1)[CH3:19])=[N:6]2.[NH:33]([C:35](=[S:37])[NH2:36])[NH2:34].O(Cl)Cl.[P+5]. The catalyst is O1CCOCC1. The product is [NH2:36][C:35]1[S:37][C:30]([C:29]2[C:22]3[C:21]([NH:20][C@H:18]([C:7]4[N:8]([C:12]5[CH:17]=[CH:16][CH:15]=[CH:14][CH:13]=5)[C:9](=[O:11])[C:10]5=[C:2]([CH3:1])[CH:3]=[CH:4][N:5]5[N:6]=4)[CH3:19])=[N:26][CH:25]=[N:24][C:23]=3[NH:27][CH:28]=2)=[N:34][N:33]=1. The yield is 0.190. (6) The reactants are [CH:1]1[CH:6]=[CH:5][C:4]([NH:7][C:8]2[CH:13]=[CH:12][C:11](Br)=[CH:10][CH:9]=2)=[CH:3][CH:2]=1.[C:15]1([N:21]2[C:33]3[CH:32]=[CH:31][C:30](B(O)O)=[CH:29][C:28]=3[C:27]3[C:22]2=[CH:23][CH:24]=[CH:25][CH:26]=3)[CH:20]=[CH:19][CH:18]=[CH:17][CH:16]=1.C1(C)C=CC=CC=1P(C1C=CC=CC=1C)C1C=CC=CC=1C.C(=O)([O-])[O-].[K+].[K+]. The catalyst is C([O-])(=O)C.[Pd+2].C([O-])(=O)C.C(O)C.C1(C)C=CC=CC=1. The product is [CH:1]1[CH:6]=[CH:5][C:4]([NH:7][C:8]2[CH:13]=[CH:12][C:11]([C:30]3[CH:31]=[CH:32][C:33]4[N:21]([C:15]5[CH:20]=[CH:19][CH:18]=[CH:17][CH:16]=5)[C:22]5[C:27]([C:28]=4[CH:29]=3)=[CH:26][CH:25]=[CH:24][CH:23]=5)=[CH:10][CH:9]=2)=[CH:3][CH:2]=1. The yield is 0.450. (7) The reactants are [OH:1][C:2]1[CH:7]=[CH:6][C:5]([C:8]2[CH:9]=[C:10]3[C:15](=[CH:16][CH:17]=2)[N:14]=[C:13]([C:18]([O:20][CH3:21])=[O:19])[CH:12]=[CH:11]3)=[CH:4][CH:3]=1.C1(P(C2C=CC=CC=2)C2C=CC=CC=2)C=CC=CC=1.[Cl:41][C:42]1[CH:47]=[CH:46][CH:45]=[C:44]([Cl:48])[C:43]=1[C:49]1[C:53]([CH2:54]O)=[C:52]([C@H:56]([CH3:59])[CH2:57][CH3:58])[O:51][N:50]=1.N(C(OC(C)C)=O)=NC(OC(C)C)=O. The catalyst is ClCCl. The product is [Cl:48][C:44]1[CH:45]=[CH:46][CH:47]=[C:42]([Cl:41])[C:43]=1[C:49]1[C:53]([CH2:54][O:1][C:2]2[CH:7]=[CH:6][C:5]([C:8]3[CH:9]=[C:10]4[C:15](=[CH:16][CH:17]=3)[N:14]=[C:13]([C:18]([O:20][CH3:21])=[O:19])[CH:12]=[CH:11]4)=[CH:4][CH:3]=2)=[C:52]([C@H:56]([CH3:59])[CH2:57][CH3:58])[O:51][N:50]=1. The yield is 0.510.